Dataset: Catalyst prediction with 721,799 reactions and 888 catalyst types from USPTO. Task: Predict which catalyst facilitates the given reaction. (1) Reactant: [CH3:1][O:2][C:3](=[O:15])[CH2:4][C:5]1[C:10]([S:11][CH3:12])=[C:9](Cl)[N:8]=[C:7]([Cl:14])[N:6]=1.[NH:16]1[CH2:21][CH2:20][O:19][CH2:18][CH2:17]1. Product: [CH3:1][O:2][C:3](=[O:15])[CH2:4][C:5]1[C:10]([S:11][CH3:12])=[C:9]([N:16]2[CH2:21][CH2:20][O:19][CH2:18][CH2:17]2)[N:8]=[C:7]([Cl:14])[N:6]=1. The catalyst class is: 1. (2) The catalyst class is: 81. Reactant: C[O:2][C:3](=[O:25])[CH2:4][CH:5]([CH3:24])[CH2:6][C:7]([N:9]1[C:17]2[C:12](=[CH:13][CH:14]=[CH:15][CH:16]=2)[CH:11]=[C:10]1[CH2:18][CH2:19][CH2:20][CH2:21][CH2:22][CH3:23])=[O:8].[Cl-].[NH4+].C(OCC)(=O)C. Product: [CH2:18]([C:10]1[N:9]([C:7](=[O:8])[CH2:6][C@@H:5]([CH3:24])[CH2:4][C:3]([OH:25])=[O:2])[C:17]2[C:12]([CH:11]=1)=[CH:13][CH:14]=[CH:15][CH:16]=2)[CH2:19][CH2:20][CH2:21][CH2:22][CH3:23].